Binary Classification. Given a miRNA mature sequence and a target amino acid sequence, predict their likelihood of interaction. From a dataset of Experimentally validated miRNA-target interactions with 360,000+ pairs, plus equal number of negative samples. (1) The miRNA is hsa-miR-323b-3p with sequence CCCAAUACACGGUCGACCUCUU. The protein sequence of the target gene is MSQQLKKRAKTRHQKGLGGRAPSGAKPRQGKSSQDLQAEIEPVSAVWALCDGYVCYEPGPQALGGDDFSDCYIECVIRGEFSQPILEEDSLFESLEYLKKGSEQQLSQKVFEASSLECSLEYMKKGVKKELPQKIVGENSLEYSEYMTGKKLPPGGIPGIDLSDPKQLAEFARKKPPINKEYDSLSAIACPQSGCTRKLRNRAALRKHLLIHGPRDHVCAECGKAFVESSKLKRHFLVHTGEKPFRCTFEGCGKRFSLDFNLRTHVRIHTGEKRFVCPFQGCNRRFIQSNNLKAHILTHA.... Result: 1 (interaction). (2) The miRNA is hsa-miR-181c-3p with sequence AACCAUCGACCGUUGAGUGGAC. The protein sequence of the target gene is MSRIYQDSALRNKAVQSARLPGTWDPATHQGGNGILLEGELVDVSRHSILDAHGRKERYYVLYIQPSCIHRRKFDPKGNEIEPNFSATRKVNTGFLMSSYKVEAKGDTDRLTLEALKSLVNKPQLLELTESLTPDQAVAFWMPESEMEVMELELGTGVRLKTRGDGPFIDSLAKLELGTVTKCNFAGDGKTGASWTDNIMAQKSSERNTAEIREQGDGAEDEEWDD. Result: 0 (no interaction).